This data is from Forward reaction prediction with 1.9M reactions from USPTO patents (1976-2016). The task is: Predict the product of the given reaction. The product is: [C:1]([N:18]1[CH2:17][CH2:16][N:15]([CH2:21][CH2:22][CH2:23][C:24]([O:26][CH2:27][CH3:28])=[O:25])[CH2:20][CH2:19]1)(=[O:12])/[CH:2]=[CH:3]/[CH2:4][CH2:5][CH2:6][CH2:7][CH2:8][CH2:9][CH3:10].[ClH:13].[C:1]([N:18]1[CH2:17][CH2:16][N:15]([CH2:21][CH2:22][CH2:23][C:24]([OH:26])=[O:25])[CH2:20][CH2:19]1)(=[O:11])/[CH:2]=[CH:3]/[CH2:4][CH2:5][CH2:6][CH2:7][CH2:8][CH2:9][CH3:10]. Given the reactants [C:1]([OH:12])(=[O:11])/[CH:2]=[CH:3]/[CH2:4][CH2:5][CH2:6][CH2:7][CH2:8][CH2:9][CH3:10].[ClH:13].Cl.[N:15]1([CH2:21][CH2:22][CH2:23][C:24]([O:26][CH2:27][CH3:28])=[O:25])[CH2:20][CH2:19][NH:18][CH2:17][CH2:16]1, predict the reaction product.